From a dataset of Full USPTO retrosynthesis dataset with 1.9M reactions from patents (1976-2016). Predict the reactants needed to synthesize the given product. (1) Given the product [Br:3][C:4]1[C:12]2[C:7](=[CH:8][CH:9]=[CH:10][CH:11]=2)[N:6]([CH2:22][C:21]2[CH:24]=[CH:25][C:26]([Cl:27])=[C:19]([Cl:18])[CH:20]=2)[C:5]=1[C:13]([O:15][CH2:16][CH3:17])=[O:14], predict the reactants needed to synthesize it. The reactants are: [OH-].[Na+].[Br:3][C:4]1[C:12]2[C:7](=[CH:8][CH:9]=[CH:10][CH:11]=2)[NH:6][C:5]=1[C:13]([O:15][CH2:16][CH3:17])=[O:14].[Cl:18][C:19]1[CH:20]=[C:21]([CH:24]=[CH:25][C:26]=1[Cl:27])[CH2:22]Br. (2) Given the product [Cl:12][C:10]1[C:9]2[C:4](=[CH:5][CH:6]=[C:7]([CH3:13])[CH:8]=2)[N:3]=[C:2]([N:17]2[CH2:18][C:19]3[CH:24]=[CH:23][CH:22]=[CH:21][C:20]=3[NH:14][C:15](=[O:25])[CH2:16]2)[CH:11]=1, predict the reactants needed to synthesize it. The reactants are: Cl[C:2]1[CH:11]=[C:10]([Cl:12])[C:9]2[C:4](=[CH:5][CH:6]=[C:7]([CH3:13])[CH:8]=2)[N:3]=1.[NH:14]1[C:20]2[CH:21]=[CH:22][CH:23]=[CH:24][C:19]=2[CH2:18][NH:17][CH2:16][C:15]1=[O:25]. (3) The reactants are: [Br:1][C:2]1[CH:7]=[CH:6][C:5]([C:8]([OH:11])([CH3:10])[CH3:9])=[C:4]([F:12])[CH:3]=1.[O:13]1[CH:18]=[CH:17][CH2:16][CH2:15][CH2:14]1.C1(C)C=CC(S([O-])(=O)=O)=CC=1.[NH+]1C=CC=CC=1. Given the product [Br:1][C:2]1[CH:7]=[CH:6][C:5]([C:8]([CH3:10])([O:11][CH:14]2[CH2:15][CH2:16][CH2:17][CH2:18][O:13]2)[CH3:9])=[C:4]([F:12])[CH:3]=1, predict the reactants needed to synthesize it. (4) Given the product [C:22]([O:21][CH:7]1[CH:8]([O:17][C:18](=[O:19])[CH3:20])[CH:9]([O:13][C:14](=[O:15])[CH3:16])[CH:10]([O:43][C:40]2[CH:39]=[CH:38][C:37](/[CH:36]=[CH:35]/[C:29]3[CH:30]=[C:31]([O:33][CH3:34])[CH:32]=[C:27]([O:26][CH3:25])[CH:28]=3)=[CH:42][CH:41]=2)[O:11][CH:6]1[CH2:5][O:4][C:2](=[O:3])[CH3:1])(=[O:23])[CH3:24], predict the reactants needed to synthesize it. The reactants are: [CH3:1][C:2]([O:4][CH2:5][C@H:6]1[O:11][C@H:10](Br)[C@H:9]([O:13][C:14]([CH3:16])=[O:15])[C@@H:8]([O:17][C:18]([CH3:20])=[O:19])[C@@H:7]1[O:21][C:22]([CH3:24])=[O:23])=[O:3].[CH3:25][O:26][C:27]1[CH:32]=[C:31]([O:33][CH3:34])[CH:30]=[C:29](/[CH:35]=[CH:36]/[C:37]2[CH:38]=[CH:39][C:40]([OH:43])=[CH:41][CH:42]=2)[CH:28]=1.C(OCC)(=O)C. (5) Given the product [Cl:1][C:2]1[CH:22]=[C:21]([Cl:23])[CH:20]=[CH:19][C:3]=1[CH2:4][N:5]1[C:9]([CH2:10][CH2:11][C:12]([NH:35][S:32]([C:29]2[CH:28]=[CH:27][C:26]([C:25]([F:24])([F:37])[F:36])=[CH:31][CH:30]=2)(=[O:33])=[O:34])=[O:14])=[CH:8][C:7]([O:15][CH:16]([CH3:18])[CH3:17])=[N:6]1, predict the reactants needed to synthesize it. The reactants are: [Cl:1][C:2]1[CH:22]=[C:21]([Cl:23])[CH:20]=[CH:19][C:3]=1[CH2:4][N:5]1[C:9]([CH2:10][CH2:11][C:12]([OH:14])=O)=[CH:8][C:7]([O:15][CH:16]([CH3:18])[CH3:17])=[N:6]1.[F:24][C:25]([F:37])([F:36])[C:26]1[CH:31]=[CH:30][C:29]([S:32]([NH2:35])(=[O:34])=[O:33])=[CH:28][CH:27]=1.N12CCCN=C1CCCCC2. (6) Given the product [F:1][C:2]([F:35])([F:34])[C:3]1[CH:4]=[C:5]([C:13]([CH3:33])([CH3:32])[C:14]([N:16]([C:18]2[CH:19]=[N:20][C:21]([N:43]3[CH2:44][CH2:45][N:40]4[CH:41]([CH2:36][O:37][CH2:38][CH2:39]4)[CH2:42]3)=[CH:22][C:23]=2[C:24]2[CH:29]=[CH:28][CH:27]=[CH:26][C:25]=2[CH3:30])[CH3:17])=[O:15])[CH:6]=[C:7]([C:9]([F:12])([F:11])[F:10])[CH:8]=1, predict the reactants needed to synthesize it. The reactants are: [F:1][C:2]([F:35])([F:34])[C:3]1[CH:4]=[C:5]([C:13]([CH3:33])([CH3:32])[C:14]([N:16]([C:18]2[CH:19]=[N:20][C:21](Cl)=[CH:22][C:23]=2[C:24]2[CH:29]=[CH:28][CH:27]=[CH:26][C:25]=2[CH3:30])[CH3:17])=[O:15])[CH:6]=[C:7]([C:9]([F:12])([F:11])[F:10])[CH:8]=1.[CH2:36]1[CH:41]2[CH2:42][NH:43][CH2:44][CH2:45][N:40]2[CH2:39][CH2:38][O:37]1.C(=O)([O-])[O-].[K+].[K+]. (7) Given the product [CH3:18][C:10]1[CH:11]=[C:12]([NH2:15])[CH:13]=[CH:14][C:9]=1[O:8][C:5]1[CH:4]=[N:3][C:2]([CH3:1])=[CH:7][CH:6]=1, predict the reactants needed to synthesize it. The reactants are: [CH3:1][C:2]1[CH:7]=[CH:6][C:5]([O:8][C:9]2[CH:14]=[CH:13][C:12]([N+:15]([O-])=O)=[CH:11][C:10]=2[CH3:18])=[CH:4][N:3]=1.[H][H].